This data is from Forward reaction prediction with 1.9M reactions from USPTO patents (1976-2016). The task is: Predict the product of the given reaction. (1) The product is: [OH:1][CH2:2][C:3]([NH:6][C:7]([C:9]1[C:17]2[C:12](=[N:13][CH:14]=[C:15]([C:18]3[C:26]4[C:21](=[CH:22][CH:23]=[C:24]([O:27][CH3:28])[CH:25]=4)[N:20]([CH3:29])[N:19]=3)[N:16]=2)[NH:11][CH:10]=1)=[O:8])([CH3:5])[CH3:4]. Given the reactants [OH:1][CH2:2][C:3]([NH:6][C:7]([C:9]1[C:17]2[C:12](=[N:13][CH:14]=[C:15]([C:18]3[C:26]4[C:21](=[CH:22][CH:23]=[C:24]([O:27][CH3:28])[CH:25]=4)[N:20]([CH3:29])[N:19]=3)[N:16]=2)[N:11](COCC[Si](C)(C)C)[CH:10]=1)=[O:8])([CH3:5])[CH3:4].[F-].[Cs+].C1OCCOCCOCCOCCOCCOC1, predict the reaction product. (2) Given the reactants [CH2:1](Br)[CH:2]([CH3:4])[CH3:3].[OH:6][C:7]1[CH:8]=[C:9]([CH:15]=[CH:16][CH:17]=1)[C:10]([O:12]CC)=[O:11].C(=O)([O-])[O-].[K+].[K+].C(OC1C=C(C=CC=1)C(O)=O)CC, predict the reaction product. The product is: [CH2:1]([O:6][C:7]1[CH:8]=[C:9]([CH:15]=[CH:16][CH:17]=1)[C:10]([OH:12])=[O:11])[CH:2]([CH3:4])[CH3:3]. (3) Given the reactants [Br:1][C:2]1[CH:3]=[C:4]([CH2:8][NH2:9])[CH:5]=[N:6][CH:7]=1.C(N(C(C)C)CC)(C)C.[CH:19]([N:22]=[C:23]=[O:24])([CH3:21])[CH3:20], predict the reaction product. The product is: [Br:1][C:2]1[CH:3]=[C:4]([CH2:8][NH:9][C:23]([NH:22][CH:19]([CH3:21])[CH3:20])=[O:24])[CH:5]=[N:6][CH:7]=1. (4) Given the reactants [ClH:1].Cl.[CH3:3][N:4]([CH2:6][CH:7]1[C:16]([C:18]2[CH:23]=[CH:22][CH:21]=[CH:20][CH:19]=2)([OH:17])[CH2:15][CH2:14][C:9]2(OCC[O:10]2)[CH2:8]1)[CH3:5], predict the reaction product. The product is: [ClH:1].[CH3:5][N:4]([CH2:6][CH:7]1[C:16]([C:18]2[CH:19]=[CH:20][CH:21]=[CH:22][CH:23]=2)([OH:17])[CH2:15][CH2:14][C:9](=[O:10])[CH2:8]1)[CH3:3].